From a dataset of NCI-60 drug combinations with 297,098 pairs across 59 cell lines. Regression. Given two drug SMILES strings and cell line genomic features, predict the synergy score measuring deviation from expected non-interaction effect. (1) Drug 1: CN(C)C1=NC(=NC(=N1)N(C)C)N(C)C. Drug 2: C1=NC2=C(N1)C(=S)N=C(N2)N. Cell line: HT29. Synergy scores: CSS=47.7, Synergy_ZIP=-0.764, Synergy_Bliss=-3.68, Synergy_Loewe=-16.7, Synergy_HSA=0.0240. (2) Drug 1: C1=CC(=CC=C1CCCC(=O)O)N(CCCl)CCCl. Drug 2: CC1CCCC2(C(O2)CC(NC(=O)CC(C(C(=O)C(C1O)C)(C)C)O)C(=CC3=CSC(=N3)C)C)C. Cell line: CAKI-1. Synergy scores: CSS=28.6, Synergy_ZIP=-3.99, Synergy_Bliss=-6.53, Synergy_Loewe=-5.34, Synergy_HSA=-3.56. (3) Drug 1: CC1=CC=C(C=C1)C2=CC(=NN2C3=CC=C(C=C3)S(=O)(=O)N)C(F)(F)F. Synergy scores: CSS=3.56, Synergy_ZIP=5.58, Synergy_Bliss=2.70, Synergy_Loewe=-40.4, Synergy_HSA=-4.67. Drug 2: B(C(CC(C)C)NC(=O)C(CC1=CC=CC=C1)NC(=O)C2=NC=CN=C2)(O)O. Cell line: NCI-H226. (4) Drug 1: CCC(=C(C1=CC=CC=C1)C2=CC=C(C=C2)OCCN(C)C)C3=CC=CC=C3.C(C(=O)O)C(CC(=O)O)(C(=O)O)O. Drug 2: CC1=C(C(=O)C2=C(C1=O)N3CC4C(C3(C2COC(=O)N)OC)N4)N. Cell line: HCT116. Synergy scores: CSS=40.4, Synergy_ZIP=2.76, Synergy_Bliss=1.75, Synergy_Loewe=-29.5, Synergy_HSA=-1.09. (5) Drug 1: CC1=C(C=C(C=C1)C(=O)NC2=CC(=CC(=C2)C(F)(F)F)N3C=C(N=C3)C)NC4=NC=CC(=N4)C5=CN=CC=C5. Drug 2: CCN(CC)CCCC(C)NC1=C2C=C(C=CC2=NC3=C1C=CC(=C3)Cl)OC. Cell line: UACC-257. Synergy scores: CSS=1.04, Synergy_ZIP=-2.57, Synergy_Bliss=-5.05, Synergy_Loewe=-6.76, Synergy_HSA=-6.30. (6) Drug 1: CCCS(=O)(=O)NC1=C(C(=C(C=C1)F)C(=O)C2=CNC3=C2C=C(C=N3)C4=CC=C(C=C4)Cl)F. Drug 2: CN(C)C1=NC(=NC(=N1)N(C)C)N(C)C. Cell line: NCI-H522. Synergy scores: CSS=0.991, Synergy_ZIP=1.43, Synergy_Bliss=4.86, Synergy_Loewe=-1.63, Synergy_HSA=1.39. (7) Drug 1: C1CN1C2=NC(=NC(=N2)N3CC3)N4CC4. Drug 2: C1=NC2=C(N1)C(=S)N=CN2. Cell line: SK-MEL-5. Synergy scores: CSS=34.4, Synergy_ZIP=-4.33, Synergy_Bliss=1.53, Synergy_Loewe=-5.05, Synergy_HSA=3.73. (8) Drug 1: CS(=O)(=O)OCCCCOS(=O)(=O)C. Drug 2: C1C(C(OC1N2C=NC(=NC2=O)N)CO)O. Cell line: 786-0. Synergy scores: CSS=2.37, Synergy_ZIP=-1.28, Synergy_Bliss=-1.17, Synergy_Loewe=-2.71, Synergy_HSA=-1.83. (9) Drug 1: CC1C(C(CC(O1)OC2CC(OC(C2O)C)OC3=CC4=CC5=C(C(=O)C(C(C5)C(C(=O)C(C(C)O)O)OC)OC6CC(C(C(O6)C)O)OC7CC(C(C(O7)C)O)OC8CC(C(C(O8)C)O)(C)O)C(=C4C(=C3C)O)O)O)O. Drug 2: CN(CCCl)CCCl.Cl. Cell line: SF-295. Synergy scores: CSS=17.4, Synergy_ZIP=5.49, Synergy_Bliss=8.51, Synergy_Loewe=-29.6, Synergy_HSA=-4.20.